This data is from Reaction yield outcomes from USPTO patents with 853,638 reactions. The task is: Predict the reaction yield, written as a fraction of the theoretical maximum amount of product (1.0 means a 100% yield; for example, 0.34 means a 34% yield). (1) The reactants are Br[C:2]1[CH:7]=[CH:6][C:5]([C:8]#[C:9][C:10]2[CH:15]=[CH:14][CH:13]=[CH:12][CH:11]=2)=[CH:4][N:3]=1.[NH:16]1[C:20](=[O:21])[CH2:19][CH:18]2[CH2:22][CH2:23][CH2:24][N:17]12.C(=O)([O-])[O-].[Cs+].[Cs+].CC1(C)C2C(=C(P(C3C=CC=CC=3)C3C=CC=CC=3)C=CC=2)OC2C(P(C3C=CC=CC=3)C3C=CC=CC=3)=CC=CC1=2. The catalyst is C1(C)C=CC=CC=1.C1C=CC(/C=C/C(/C=C/C2C=CC=CC=2)=O)=CC=1.C1C=CC(/C=C/C(/C=C/C2C=CC=CC=2)=O)=CC=1.C1C=CC(/C=C/C(/C=C/C2C=CC=CC=2)=O)=CC=1.[Pd].[Pd]. The product is [C:10]1([C:9]#[C:8][C:5]2[CH:6]=[CH:7][C:2]([N:16]3[C:20](=[O:21])[CH2:19][CH:18]4[CH2:22][CH2:23][CH2:24][N:17]34)=[N:3][CH:4]=2)[CH:15]=[CH:14][CH:13]=[CH:12][CH:11]=1. The yield is 0.0900. (2) The reactants are [CH3:1][C:2]([O:5][C:6]([NH:8][C@H:9]([C:18](O)=[O:19])[CH2:10][C:11]1[CH:16]=[CH:15][CH:14]=[C:13]([F:17])[CH:12]=1)=[O:7])([CH3:4])[CH3:3].B.C1COCC1. The catalyst is C1COCC1. The product is [F:17][C:13]1[CH:12]=[C:11]([CH2:10][C@H:9]([NH:8][C:6](=[O:7])[O:5][C:2]([CH3:3])([CH3:1])[CH3:4])[CH2:18][OH:19])[CH:16]=[CH:15][CH:14]=1. The yield is 0.740. (3) The reactants are [F:1][C:2]([F:12])([C:5]1[CH:10]=[CH:9][C:8]([CH3:11])=[CH:7][N:6]=1)[CH2:3]O.C1C=CC(P(C2C=CC=CC=2)C2C=CC=CC=2)=CC=1.N1C=CN=C1.[I:37]I. The catalyst is CC#N.C1(C)C=CC=CC=1. The product is [F:1][C:2]([C:5]1[CH:10]=[CH:9][C:8]([CH3:11])=[CH:7][N:6]=1)([F:12])[CH2:3][I:37]. The yield is 0.330.